Dataset: Antibody developability classification from SAbDab with 2,409 antibodies. Task: Regression/Classification. Given an antibody's heavy chain and light chain sequences, predict its developability. TAP uses regression for 5 developability metrics; SAbDab uses binary classification. The antibody is ['EVQLQESGGGLVQPGESLRLSCVGSGSSFGESTLSYYAVSWVRQAPGKGLEWLSIINAGGGDIDYADSVEGRFTISRDNSKETLYLQMTNLRVEDTGVYYCAKHMSMQQVVSAGWERADLVGDAFDVWGQGTMVTVSS', 'DIQLTQSPSSLSASVGDRVTLTCQASQDIRKFLNWYQQKPGKGPKLLIYDASNLQRGVPSRFSGGGSGTDFTLIISSLQPEDVGTYYCQQYDGLPFTFGGGTKVVIK']. Result: 0 (not developable).